Predict the reactants needed to synthesize the given product. From a dataset of Full USPTO retrosynthesis dataset with 1.9M reactions from patents (1976-2016). Given the product [C:12]([C:8]1[CH:9]=[C:10]2[C:5](=[CH:6][CH:7]=1)[NH:4][CH2:3][C@@H:2]([NH:1][C:21]([NH:20][CH:14]1[CH2:19][CH2:18][CH2:17][CH2:16][CH2:15]1)=[O:22])[CH2:11]2)#[N:13], predict the reactants needed to synthesize it. The reactants are: [NH2:1][C@H:2]1[CH2:11][C:10]2[C:5](=[CH:6][CH:7]=[C:8]([C:12]#[N:13])[CH:9]=2)[NH:4][CH2:3]1.[CH:14]1([N:20]=[C:21]=[O:22])[CH2:19][CH2:18][CH2:17][CH2:16][CH2:15]1.